The task is: Predict the reaction yield, written as a fraction of the theoretical maximum amount of product (1.0 means a 100% yield; for example, 0.34 means a 34% yield).. This data is from Reaction yield outcomes from USPTO patents with 853,638 reactions. (1) The reactants are [CH3:1][O:2][C:3]1[N:8]=[CH:7][C:6]([CH:9]=O)=[CH:5][CH:4]=1.[CH3:11][O:12][C:13]([CH:15]=P(C1C=CC=CC=1)(C1C=CC=CC=1)C1C=CC=CC=1)=[O:14].O. The catalyst is C(Cl)Cl. The product is [CH3:11][O:12][C:13](=[O:14])[CH:15]=[CH:9][C:6]1[CH:7]=[N:8][C:3]([O:2][CH3:1])=[CH:4][CH:5]=1. The yield is 0.738. (2) The reactants are [C:1]([C:5]1[CH:14]=[CH:13][C:12]([NH2:15])=[CH:11][C:6]=1[C:7](OC)=[O:8])([CH3:4])([CH3:3])[CH3:2].[H-].[H-].[H-].[H-].[Li+].[Al+3]. The yield is 0.200. The product is [C:1]([C:5]1[CH:14]=[CH:13][C:12]([NH2:15])=[CH:11][C:6]=1[CH2:7][OH:8])([CH3:4])([CH3:2])[CH3:3]. The catalyst is C1COCC1.O.